This data is from Full USPTO retrosynthesis dataset with 1.9M reactions from patents (1976-2016). The task is: Predict the reactants needed to synthesize the given product. (1) Given the product [NH2:1][C:11]1[N:6]2[C:5]([CH:13]3[CH2:16][C:15]([CH3:18])([OH:17])[CH2:14]3)=[N:4][C:3]([Br:2])=[C:7]2[CH:8]=[N:9][CH:10]=1, predict the reactants needed to synthesize it. The reactants are: [NH3:1].[Br:2][C:3]1[N:4]=[C:5]([CH:13]2[CH2:16][C:15]([CH3:18])([OH:17])[CH2:14]2)[N:6]2[CH:11]=[CH:10][N:9]=[C:8](Cl)[C:7]=12. (2) Given the product [CH3:4][C:2]([C:5]1[S:6][C:7]([C:18]2[CH:23]=[CH:22][N:21]=[C:20]([CH3:24])[N:19]=2)=[C:8]([C:10]2[C:11]([F:17])=[C:12]([NH:13][S:32]([C:27]3[CH:28]=[CH:29][CH:30]=[CH:31][C:26]=3[F:25])(=[O:34])=[O:33])[CH:14]=[CH:15][CH:16]=2)[N:9]=1)([CH3:1])[CH3:3], predict the reactants needed to synthesize it. The reactants are: [CH3:1][C:2]([C:5]1[S:6][C:7]([C:18]2[CH:23]=[CH:22][N:21]=[C:20]([CH3:24])[N:19]=2)=[C:8]([C:10]2[C:11]([F:17])=[C:12]([CH:14]=[CH:15][CH:16]=2)[NH2:13])[N:9]=1)([CH3:4])[CH3:3].[F:25][C:26]1[CH:31]=[CH:30][CH:29]=[CH:28][C:27]=1[S:32](Cl)(=[O:34])=[O:33]. (3) Given the product [C:20]([C:17]([C:13]1[CH:12]=[C:11]([CH:16]=[CH:15][CH:14]=1)[C:10]([NH:9][C:4]1[CH:5]=[CH:6][C:7]([CH3:8])=[C:2]([NH:1][C:41]([C:33]2[S:34][C:35]3=[N:36][CH:37]=[CH:38][N:39]=[C:40]3[C:32]=2[NH:31][C:29](=[O:30])[C:28]([F:27])([F:47])[F:46])=[O:42])[CH:3]=1)=[O:22])([CH3:19])[CH3:18])#[N:21], predict the reactants needed to synthesize it. The reactants are: [NH2:1][C:2]1[CH:3]=[C:4]([NH:9][C:10](=[O:22])[C:11]2[CH:16]=[CH:15][CH:14]=[C:13]([C:17]([C:20]#[N:21])([CH3:19])[CH3:18])[CH:12]=2)[CH:5]=[CH:6][C:7]=1[CH3:8].C[Al](C)C.[F:27][C:28]([F:47])([F:46])[C:29]([NH:31][C:32]1[C:40]2[C:35](=[N:36][CH:37]=[CH:38][N:39]=2)[S:34][C:33]=1[C:41](OCC)=[O:42])=[O:30]. (4) Given the product [F:6][C:7]1[CH:12]=[CH:11][C:10]([C:13]2[C:17]([C:18]3[CH:23]=[CH:22][N:21]=[C:20]([NH:24][C:1](=[O:4])[CH2:2][CH3:3])[N:19]=3)=[CH:16][N:15]([CH:25]([CH3:27])[CH3:26])[N:14]=2)=[CH:9][CH:8]=1, predict the reactants needed to synthesize it. The reactants are: [C:1](Cl)(=[O:4])[CH2:2][CH3:3].[F:6][C:7]1[CH:12]=[CH:11][C:10]([C:13]2[C:17]([C:18]3[CH:23]=[CH:22][N:21]=[C:20]([NH2:24])[N:19]=3)=[CH:16][N:15]([CH:25]([CH3:27])[CH3:26])[N:14]=2)=[CH:9][CH:8]=1.C(N(CC)CC)C. (5) Given the product [NH2:1][C:2]1[CH:9]=[C:8]([C:10]2[O:11][CH:12]=[CH:13][CH:14]=2)[C:5]([C:6]#[N:7])=[C:4]([NH:25][CH2:24][C:19]2[CH:20]=[CH:21][CH:22]=[CH:23][N:18]=2)[N:3]=1, predict the reactants needed to synthesize it. The reactants are: [NH2:1][C:2]1[CH:9]=[C:8]([C:10]2[O:11][CH:12]=[CH:13][CH:14]=2)[C:5]([C:6]#[N:7])=[C:4](S(C)=O)[N:3]=1.[N:18]1[CH:23]=[CH:22][CH:21]=[CH:20][C:19]=1[CH2:24][NH2:25].